This data is from Reaction yield outcomes from USPTO patents with 853,638 reactions. The task is: Predict the reaction yield, written as a fraction of the theoretical maximum amount of product (1.0 means a 100% yield; for example, 0.34 means a 34% yield). (1) The reactants are CC[O-].[Na+].[S:5]1[CH:9]=[CH:8][CH:7]=[C:6]1[CH:10]=O.[C:12]([O:21]CC)(=[O:20])[CH2:13][CH2:14][C:15]([O:17][CH2:18][CH3:19])=[O:16]. The catalyst is C(O)C. The product is [CH2:18]([O:17][C:15]([C:14](=[CH:10][C:6]1[S:5][CH:9]=[CH:8][CH:7]=1)[CH2:13][C:12]([OH:21])=[O:20])=[O:16])[CH3:19]. The yield is 0.490. (2) The yield is 0.800. The product is [C:8]([C:10]1[CH:11]=[C:12]([CH:17]=[CH:18][C:19]=1[N:3]1[CH2:4][CH2:5][CH2:6][CH2:7][CH:2]1[CH3:1])[C:13]([OH:15])=[O:14])#[N:9]. The catalyst is CN(C=O)C.O. The reactants are [CH3:1][CH:2]1[CH2:7][CH2:6][CH2:5][CH2:4][NH:3]1.[C:8]([C:10]1[CH:11]=[C:12]([CH:17]=[CH:18][C:19]=1F)[C:13]([O:15]C)=[O:14])#[N:9].[Li+].[OH-]. (3) The reactants are [CH2:1]([C:10]1[CH:18]=[CH:17][C:13]([C:14](Cl)=[O:15])=[CH:12][CH:11]=1)[CH2:2][CH2:3][CH2:4][CH2:5][CH2:6][CH2:7][CH2:8][CH3:9].[H-].C(O[Al](OC(C)(C)C)OC(C)(C)C)(C)(C)C.[Li+]. The catalyst is C1COCC1. The product is [CH2:1]([C:10]1[CH:11]=[CH:12][C:13]([CH:14]=[O:15])=[CH:17][CH:18]=1)[CH2:2][CH2:3][CH2:4][CH2:5][CH2:6][CH2:7][CH2:8][CH3:9]. The yield is 0.410. (4) The reactants are Cl[C:2]1[C:11]2[C:6](=[CH:7][CH:8]=[CH:9][CH:10]=2)[C:5]([Cl:12])=[N:4][N:3]=1.C(N(CC)CC)C.[C:20]([O:24][C:25]([N:27]1[CH2:32][CH2:31][NH:30][CH2:29][CH2:28]1)=[O:26])([CH3:23])([CH3:22])[CH3:21].[Cl-].[Na+]. The catalyst is CN1CCCC1=O.O. The product is [C:20]([O:24][C:25]([N:27]1[CH2:32][CH2:31][N:30]([C:2]2[C:11]3[C:6](=[CH:7][CH:8]=[CH:9][CH:10]=3)[C:5]([Cl:12])=[N:4][N:3]=2)[CH2:29][CH2:28]1)=[O:26])([CH3:23])([CH3:21])[CH3:22]. The yield is 0.760. (5) The reactants are [CH3:1][O:2][C:3]1[CH:12]=[C:11]2[C:6]([C:7]([O:13][C:14]3[CH:15]=[CH:16][C:17]([NH2:20])=[N:18][CH:19]=3)=[CH:8][CH:9]=[N:10]2)=[CH:5][CH:4]=1.[CH3:21][N:22]1[C:26]([CH2:27][N:28]2[CH2:32][CH2:31][CH2:30][CH2:29]2)=[C:25]([C:33](O)=[O:34])[C:24](=[O:36])[N:23]1[C:37]1[CH:42]=[CH:41][CH:40]=[CH:39][CH:38]=1.C(N(C(C)C)C(C)C)C.CN(C(ON1N=NC2C=CC=NC1=2)=[N+](C)C)C.F[P-](F)(F)(F)(F)F. The catalyst is ClCCl.CN(C=O)C. The product is [CH3:1][O:2][C:3]1[CH:12]=[C:11]2[C:6]([C:7]([O:13][C:14]3[CH:15]=[CH:16][C:17]([NH:20][C:33]([C:25]4[C:24](=[O:36])[N:23]([C:37]5[CH:38]=[CH:39][CH:40]=[CH:41][CH:42]=5)[N:22]([CH3:21])[C:26]=4[CH2:27][N:28]4[CH2:29][CH2:30][CH2:31][CH2:32]4)=[O:34])=[N:18][CH:19]=3)=[CH:8][CH:9]=[N:10]2)=[CH:5][CH:4]=1. The yield is 0.0800. (6) The reactants are [F:1][C:2]([F:25])([F:24])[C:3]([C:5]1[CH:6]=[C:7]2[C:15](=[CH:16][CH:17]=1)[NH:14][C:13]1[CH2:12][CH2:11][CH:10]([NH:18][C:19](=[O:23])[CH:20]([CH3:22])[CH3:21])[CH2:9][C:8]2=1)=[O:4].[F:26][C:27]1[CH:28]=[C:29]([CH:32]=[CH:33][CH:34]=1)[CH2:30]Br.C([O-])([O-])=O.[Cs+].[Cs+]. The catalyst is CN(C=O)C. The product is [F:26][C:27]1[CH:28]=[C:29]([CH:32]=[CH:33][CH:34]=1)[CH2:30][N:14]1[C:13]2[CH2:12][CH2:11][CH:10]([NH:18][C:19](=[O:23])[CH:20]([CH3:22])[CH3:21])[CH2:9][C:8]=2[C:7]2[C:15]1=[CH:16][CH:17]=[C:5]([C:3](=[O:4])[C:2]([F:1])([F:24])[F:25])[CH:6]=2. The yield is 0.160.